This data is from Catalyst prediction with 721,799 reactions and 888 catalyst types from USPTO. The task is: Predict which catalyst facilitates the given reaction. (1) Reactant: I[C:2]1[CH:7]=[CH:6][C:5]([N:8]=[C:9]([O:19][C:20]2[CH:25]=[CH:24][CH:23]=[CH:22][CH:21]=2)[CH:10]=[CH:11][O:12][C:13]2[CH:18]=[CH:17][CH:16]=[CH:15][CH:14]=2)=[CH:4][CH:3]=1.C(=O)([O-])[O-].[Cs+].[Cs+].[C:32](P(C(C)(C)C)C(C)(C)C)(C)(C)[CH3:33].C([Sn](CCCC)(CCCC)C=C)CCC. Product: [CH:32]([C:2]1[CH:7]=[CH:6][C:5]([N:8]=[C:9]([O:19][C:20]2[CH:25]=[CH:24][CH:23]=[CH:22][CH:21]=2)[CH:10]=[CH:11][O:12][C:13]2[CH:18]=[CH:17][CH:16]=[CH:15][CH:14]=2)=[CH:4][CH:3]=1)=[CH2:33]. The catalyst class is: 12. (2) Reactant: [NH2:1][C:2]1[N:7]=[C:6]([Cl:8])[CH:5]=[C:4](Cl)[N:3]=1.[CH2:10](N)[C:11]([CH3:14])([CH3:13])[CH3:12].C(N(CC)CC)C. Product: [NH2:1][C:2]1[N:7]=[C:6]([Cl:8])[CH:5]=[C:4]([CH2:10][C:11]([CH3:14])([CH3:13])[CH3:12])[N:3]=1. The catalyst class is: 51.